Dataset: Human liver microsome stability data. Task: Regression/Classification. Given a drug SMILES string, predict its absorption, distribution, metabolism, or excretion properties. Task type varies by dataset: regression for continuous measurements (e.g., permeability, clearance, half-life) or binary classification for categorical outcomes (e.g., BBB penetration, CYP inhibition). Dataset: hlm. (1) The compound is COc1ccc2[nH]c(C(=O)N3CC(=O)N(Cc4ccccc4)[C@@H](CN4CCCCC4)C3)cc2c1. The result is 1 (stable in human liver microsomes). (2) The drug is CCOc1cc(NC(=O)C2(NC(=O)c3ccc4c(C5CCCC5)c(-c5ncc(Cl)cn5)n(C)c4c3)CCC2)ccc1C=CC(=O)OCC(N)=O. The result is 0 (unstable in human liver microsomes). (3) The compound is CNCCC(c1ccc2cc(F)ccc2c1)n1nnc(C)n1. The result is 0 (unstable in human liver microsomes). (4) The molecule is CCCCOc1ccc(-c2nc(CNC3CCCCCC3)co2)cc1. The result is 1 (stable in human liver microsomes).